This data is from NCI-60 drug combinations with 297,098 pairs across 59 cell lines. The task is: Regression. Given two drug SMILES strings and cell line genomic features, predict the synergy score measuring deviation from expected non-interaction effect. Drug 1: C1=NC2=C(N1)C(=S)N=C(N2)N. Drug 2: CC(C)CN1C=NC2=C1C3=CC=CC=C3N=C2N. Cell line: A549. Synergy scores: CSS=31.4, Synergy_ZIP=-1.65, Synergy_Bliss=-0.999, Synergy_Loewe=-9.55, Synergy_HSA=-1.89.